From a dataset of Full USPTO retrosynthesis dataset with 1.9M reactions from patents (1976-2016). Predict the reactants needed to synthesize the given product. (1) Given the product [CH3:4][O:5][C:6]1[CH:7]=[C:8](/[CH:9]=[CH:22]/[C:20]#[N:21])[CH:11]=[CH:12][C:13]=1[N:14]1[CH:18]=[C:17]([CH3:19])[N:16]=[CH:15]1, predict the reactants needed to synthesize it. The reactants are: O.[OH-].[Li+].[CH3:4][O:5][C:6]1[CH:7]=[C:8]([CH:11]=[CH:12][C:13]=1[N:14]1[CH:18]=[C:17]([CH3:19])[N:16]=[CH:15]1)[CH:9]=O.[C:20]([CH2:22]P(=O)(OCC)OCC)#[N:21].C(OCC)(=O)C. (2) The reactants are: Br[C:2]1[CH:3]=[C:4]([CH3:17])[C:5]([N:8]2[CH:12]=[C:11]([C:13]([F:16])([F:15])[F:14])[CH:10]=[N:9]2)=[N:6][CH:7]=1.C(P(C(C)(C)C)C1C=CC=CC=1C1C(C(C)C)=CC(C(C)C)=CC=1C(C)C)(C)(C)C.[OH-:48].[K+]. Given the product [CH3:17][C:4]1[CH:3]=[C:2]([OH:48])[CH:7]=[N:6][C:5]=1[N:8]1[CH:12]=[C:11]([C:13]([F:16])([F:15])[F:14])[CH:10]=[N:9]1, predict the reactants needed to synthesize it. (3) Given the product [CH3:9][C:10]1[N:15]=[C:14]([C:16](=[N:7][OH:8])[NH2:17])[CH:13]=[C:12]([C:18]2[CH:23]=[CH:22][C:21]([Cl:24])=[CH:20][CH:19]=2)[N:11]=1, predict the reactants needed to synthesize it. The reactants are: C(=O)([O-])O.[Na+].Cl.[NH2:7][OH:8].[CH3:9][C:10]1[N:15]=[C:14]([C:16]#[N:17])[CH:13]=[C:12]([C:18]2[CH:23]=[CH:22][C:21]([Cl:24])=[CH:20][CH:19]=2)[N:11]=1. (4) Given the product [ClH:9].[CH3:1][C@H:2]1[CH2:7][N:6]([S:16]([C:12]2[S:11][CH:15]=[CH:14][CH:13]=2)(=[O:18])=[O:17])[CH2:5][CH2:4][NH:3]1, predict the reactants needed to synthesize it. The reactants are: [CH3:1][C@H:2]1[CH2:7][NH:6][CH2:5][CH2:4][NH:3]1.C(Cl)[Cl:9].[S:11]1[CH:15]=[CH:14][CH:13]=[C:12]1[S:16](Cl)(=[O:18])=[O:17].Cl. (5) Given the product [F:8][C:7]1[C:6]([NH:9][C:10]2[CH:15]=[CH:14][C:13]([I:16])=[CH:12][C:11]=2[F:17])=[C:5]([NH:18][S:25]([C:23]2[S:24][C:20]([CH3:19])=[CH:21][CH:22]=2)(=[O:27])=[O:26])[CH:4]=[CH:3][C:2]=1[F:1], predict the reactants needed to synthesize it. The reactants are: [F:1][C:2]1[C:7]([F:8])=[C:6]([NH:9][C:10]2[CH:15]=[CH:14][C:13]([I:16])=[CH:12][C:11]=2[F:17])[C:5]([NH2:18])=[CH:4][CH:3]=1.[CH3:19][C:20]1[S:24][C:23]([S:25](Cl)(=[O:27])=[O:26])=[CH:22][CH:21]=1. (6) Given the product [F:14][C:2]([F:1])([F:13])[C:3]1[CH:12]=[CH:11][C:6]2[N:7]=[C:8]([NH:10][C:42](=[O:43])[CH2:41][O:40][C:39]3[CH:45]=[C:46](/[CH:49]=[CH:50]\[C:51]4[CH:56]=[C:55]([O:57][CH3:58])[C:54]([O:59][CH3:60])=[C:53]([O:61][CH3:62])[CH:52]=4)[CH:47]=[CH:48][C:38]=3[O:37][CH3:36])[S:9][C:5]=2[CH:4]=1, predict the reactants needed to synthesize it. The reactants are: [F:1][C:2]([F:14])([F:13])[C:3]1[CH:12]=[CH:11][C:6]2[N:7]=[C:8]([NH2:10])[S:9][C:5]=2[CH:4]=1.C(N=C=NCCCN(C)C)C.ON1C2C=CC=CC=2N=N1.[CH3:36][O:37][C:38]1[CH:48]=[CH:47][C:46](/[CH:49]=[CH:50]\[C:51]2[CH:56]=[C:55]([O:57][CH3:58])[C:54]([O:59][CH3:60])=[C:53]([O:61][CH3:62])[CH:52]=2)=[CH:45][C:39]=1[O:40][CH2:41][C:42](O)=[O:43]. (7) Given the product [Cl:1][C:2]1[CH:3]=[CH:4][C:5]([C:8]2[CH:12]=[C:11]([CH:13]3[CH2:18][CH2:17][NH:16][CH2:15][CH2:14]3)[N:10]([C:26]3[N:27]=[CH:28][CH:29]=[CH:30][N:31]=3)[N:9]=2)=[CH:6][CH:7]=1, predict the reactants needed to synthesize it. The reactants are: [Cl:1][C:2]1[CH:7]=[CH:6][C:5]([C:8]2[CH:12]=[C:11]([CH:13]3[CH2:18][CH2:17][N:16](C(OC(C)(C)C)=O)[CH2:15][CH2:14]3)[N:10]([C:26]3[N:31]=[CH:30][CH:29]=[CH:28][N:27]=3)[N:9]=2)=[CH:4][CH:3]=1.ClC1C=CC(C2C=C(C3CCN(C(OC(C)(C)C)=O)CC3)NN=2)=CC=1.BrC1N=CC=CN=1.C([O-])([O-])=O.[Cs+].[Cs+].N1C2C(=CC=C3C=2N=CC=C3)C=CC=1. (8) Given the product [NH2:24][C:22](=[O:23])[C@H:21]([NH:20][C:6]1[N:7]=[C:8]([NH:9][C:10]2[CH:11]=[C:12]3[C:17](=[CH:18][CH:19]=2)[N:16]=[CH:15][CH:14]=[CH:13]3)[C:3]([C:1]([NH2:2])=[O:37])=[N:4][CH:5]=1)[CH2:25][C:26]1[S:27][CH:28]=[CH:29][CH:30]=1, predict the reactants needed to synthesize it. The reactants are: [C:1]([C:3]1[N:4]=[CH:5][C:6]([NH:20][C@H:21]([CH2:25][C:26]2[S:27][CH:28]=[CH:29][CH:30]=2)[C:22]([NH2:24])=[O:23])=[N:7][C:8]=1[NH:9][C:10]1[CH:11]=[C:12]2[C:17](=[CH:18][CH:19]=1)[N:16]=[CH:15][CH:14]=[CH:13]2)#[N:2].[OH-].[Na+].OO.CC(O)=[O:37].